Dataset: Catalyst prediction with 721,799 reactions and 888 catalyst types from USPTO. Task: Predict which catalyst facilitates the given reaction. (1) Reactant: [OH:1][C:2]1[CH:7]=[C:6]([O:8][C:9]2[CH:14]=[CH:13][C:12]([C:15]([F:18])([F:17])[F:16])=[CH:11][N:10]=2)[CH:5]=[CH:4][C:3]=1[CH2:19][CH2:20][C:21]([O:23][CH2:24][CH3:25])=[O:22].I[CH2:27][CH2:28][CH2:29][CH3:30].C(=O)([O-])[O-].[K+].[K+].O. Product: [CH2:27]([O:1][C:2]1[CH:7]=[C:6]([O:8][C:9]2[CH:14]=[CH:13][C:12]([C:15]([F:18])([F:16])[F:17])=[CH:11][N:10]=2)[CH:5]=[CH:4][C:3]=1[CH2:19][CH2:20][C:21]([O:23][CH2:24][CH3:25])=[O:22])[CH2:28][CH2:29][CH3:30]. The catalyst class is: 9. (2) Reactant: [C:1]1([NH:7][C:8](=[O:18])[CH:9]=[CH:10][S:11][C:12]2[CH:17]=[CH:16][CH:15]=[CH:14][CH:13]=2)[CH:6]=[CH:5][CH:4]=[CH:3][CH:2]=1.[CH2:19]([O+](CC)CC)[CH3:20].F[B-](F)(F)F.[H+].ClCCl. Product: [C:1]1([N:7]=[C:8]([O:18][CH2:19][CH3:20])[CH:9]=[CH:10][S:11][C:12]2[CH:17]=[CH:16][CH:15]=[CH:14][CH:13]=2)[CH:2]=[CH:3][CH:4]=[CH:5][CH:6]=1. The catalyst class is: 22.